Dataset: Reaction yield outcomes from USPTO patents with 853,638 reactions. Task: Predict the reaction yield, written as a fraction of the theoretical maximum amount of product (1.0 means a 100% yield; for example, 0.34 means a 34% yield). (1) The product is [CH3:38][N:7]([CH3:6])[C@@H:8]1[CH2:12][CH2:11][N:10]([C:13]2[CH:18]=[C:17]([O:19][CH3:20])[C:16]([NH:21][C:22]3[N:27]=[C:26]([C:28]4[CH:29]=[N:30][N:31]5[CH:36]=[CH:35][CH:34]=[CH:33][C:32]=45)[CH:25]=[CH:24][N:23]=3)=[CH:15][C:14]=2[NH:37][C:1](=[O:4])[CH:2]=[CH2:3])[CH2:9]1. The yield is 0.790. The catalyst is C(Cl)Cl.CO.C(Cl)Cl. The reactants are [C:1](Cl)(=[O:4])[CH:2]=[CH2:3].[CH3:6][N:7]([CH3:38])[C@@H:8]1[CH2:12][CH2:11][N:10]([C:13]2[CH:18]=[C:17]([O:19][CH3:20])[C:16]([NH:21][C:22]3[N:27]=[C:26]([C:28]4[CH:29]=[N:30][N:31]5[CH:36]=[CH:35][CH:34]=[CH:33][C:32]=45)[CH:25]=[CH:24][N:23]=3)=[CH:15][C:14]=2[NH2:37])[CH2:9]1. (2) The reactants are [C:1]([O:5][C:6]([N:8]1[CH2:16][C:15]2[C:10](=[N:11][CH:12]=[C:13](Cl)[CH:14]=2)[CH:9]1[CH:18]1[CH2:22][CH2:21][O:20][CH2:19]1)=[O:7])([CH3:4])([CH3:3])[CH3:2].[CH2:23]([S:25]([C:28]1[CH:33]=[CH:32][C:31]([CH2:34][NH2:35])=[CH:30][CH:29]=1)(=[O:27])=[O:26])[CH3:24].N12CCCN=C1CCCCC2.N#N.F[B-](F)(F)F.C([PH+](C(C)(C)C)C(C)(C)C)(C)(C)C.[O:67]1CCOC[CH2:68]1. The product is [C:1]([O:5][C:6]([N:8]1[CH2:16][C:15]2[C:10](=[N:11][CH:12]=[C:13]([C:68](=[O:67])[NH:35][CH2:34][C:31]3[CH:32]=[CH:33][C:28]([S:25]([CH2:23][CH3:24])(=[O:27])=[O:26])=[CH:29][CH:30]=3)[CH:14]=2)[CH:9]1[CH:18]1[CH2:22][CH2:21][O:20][CH2:19]1)=[O:7])([CH3:4])([CH3:3])[CH3:2]. The catalyst is [C-]#[O+].[C-]#[O+].[C-]#[O+].[C-]#[O+].[C-]#[O+].[C-]#[O+].[Mo]. The yield is 0.260.